Dataset: Drug-target binding data from BindingDB using Ki measurements. Task: Regression. Given a target protein amino acid sequence and a drug SMILES string, predict the binding affinity score between them. We predict pKi (pKi = -log10(Ki in M); higher means stronger inhibition). Dataset: bindingdb_ki. (1) The compound is COC(=O)Oc1c([N+](=O)[O-])cc2oc(=O)sc2c1[N+](=O)[O-]. The target protein sequence is MKISEFLHLALPEEQWLPTISGVLRQFAEEECYVYERPPCWYLGKGCQARLHINADGTQATFIDDAGEQKWAVDSIADCARRFMAHPQVKGRRVYGQVGFNFAAHARGIAFNAGEWPLLTLTVPREELIFEKGNVTVYADSADGCRRLCEWVKEASTTTQNAPLAVDTALNGEAYKQQVARAVAEIRRGEYVKVIVSRAIPLPSRIDMPATLLYGRQANTPVRSFMFRQEGREALGFSPELVMSVTGNKVVTEPLAGTRDRMGNPEHNKAKEAELLHDSKEVLEHILSVKEAIAELEAVCLPGSVVVEDLMSVRQRGSVQHLGSGVSGQLAENKDAWDAFTVLFPSITASGIPKNAALNAIMQIEKTPRELYSGAILLLDDTRFDAALVLRSVFQDSQRCWIQAGAGIIAQSTPERELTETREKLASIAPYLMV. The pKi is 6.1. (2) The compound is Cc1cc(OC2CCOCC2)cc(C)c1-c1cccc(COc2ccc(CCC(=O)O)c(F)c2)c1. The target protein (O14842) has sequence MDLPPQLSFGLYVAAFALGFPLNVLAIRGATAHARLRLTPSLVYALNLGCSDLLLTVSLPLKAVEALASGAWPLPASLCPVFAVAHFFPLYAGGGFLAALSAGRYLGAAFPLGYQAFRRPCYSWGVCAAIWALVLCHLGLVFGLEAPGGWLDHSNTSLGINTPVNGSPVCLEAWDPASAGPARFSLSLLLFFLPLAITAFCYVGCLRALARSGLTHRRKLRAAWVAGGALLTLLLCVGPYNASNVASFLYPNLGGSWRKLGLITGAWSVVLNPLVTGYLGRGPGLKTVCAARTQGGKSQK. The pKi is 7.7.